This data is from Forward reaction prediction with 1.9M reactions from USPTO patents (1976-2016). The task is: Predict the product of the given reaction. (1) The product is: [CH2:29]([CH:36]1[CH2:40][O:39][C:38](=[O:41])[N:37]1[C:26](=[O:27])[CH2:25][C:11]1[CH:12]=[C:13]([C:15]2[CH:20]=[CH:19][C:18]([C:21]([F:23])([F:22])[F:24])=[CH:17][CH:16]=2)[CH:14]=[C:9]([O:8][CH2:1][C:2]2[CH:7]=[CH:6][CH:5]=[CH:4][CH:3]=2)[CH:10]=1)[C:30]1[CH:31]=[CH:32][CH:33]=[CH:34][CH:35]=1. Given the reactants [CH2:1]([O:8][C:9]1[CH:10]=[C:11]([CH2:25][C:26](O)=[O:27])[CH:12]=[C:13]([C:15]2[CH:20]=[CH:19][C:18]([C:21]([F:24])([F:23])[F:22])=[CH:17][CH:16]=2)[CH:14]=1)[C:2]1[CH:7]=[CH:6][CH:5]=[CH:4][CH:3]=1.[CH2:29]([C@H:36]1[CH2:40][O:39][C:38](=[O:41])[NH:37]1)[C:30]1[CH:35]=[CH:34][CH:33]=[CH:32][CH:31]=1, predict the reaction product. (2) The product is: [CH3:1][O:2][C:3]1[CH:8]=[CH:7][C:6]([O:9][C:20]2[CH:21]=[CH:22][C:17]([C:14]3[CH:15]=[CH:16][CH:11]=[CH:12][CH:13]=3)=[CH:18][CH:19]=2)=[CH:5][CH:4]=1. Given the reactants [CH3:1][O:2][C:3]1[CH:8]=[CH:7][C:6]([OH:9])=[CH:5][CH:4]=1.Br[C:11]1[CH:16]=[CH:15][C:14]([C:17]2[CH:22]=[CH:21][CH:20]=[CH:19][CH:18]=2)=[CH:13][CH:12]=1.C(=O)([O-])[O-].[Cs+].[Cs+].CN(C)CC(O)=O.Cl, predict the reaction product. (3) Given the reactants [C:1]12([C:14]3[CH:15]=[CH:16][CH:17]=[CH:18][C:13]=3[CH2:12][O:11]1)[CH2:6][CH2:5][CH:4]([CH2:7][N:8]=[N+]=[N-])[CH2:3][CH2:2]2, predict the reaction product. The product is: [C:1]12([C:14]3[CH:15]=[CH:16][CH:17]=[CH:18][C:13]=3[CH2:12][O:11]1)[CH2:6][CH2:5][CH:4]([CH2:7][NH2:8])[CH2:3][CH2:2]2. (4) The product is: [CH2:2]([O:9][C:10]1[CH:11]=[CH:12][C:13]2[C:14]3[N:22]([CH2:23][C:24]([NH2:27])([CH3:25])[CH3:26])[C:21]([CH2:35][O:36][CH2:37][CH3:38])=[N:20][C:15]=3[CH:16]=[N:17][C:18]=2[CH:19]=1)[C:3]1[CH:8]=[CH:7][CH:6]=[CH:5][CH:4]=1. Given the reactants Cl.[CH2:2]([O:9][C:10]1[CH:11]=[CH:12][C:13]2[C:14]3[N:22]([CH2:23][C:24]([NH:27]C(=O)OC(C)(C)C)([CH3:26])[CH3:25])[C:21]([CH2:35][O:36][CH2:37][CH3:38])=[N:20][C:15]=3[CH:16]=[N:17][C:18]=2[CH:19]=1)[C:3]1[CH:8]=[CH:7][CH:6]=[CH:5][CH:4]=1, predict the reaction product. (5) Given the reactants [C:1]12(COC3C(Cl)=CC(C(OC(C)(C)C)=O)=C(F)C=3)[CH2:7][CH:6]1CCCC2.Cl[C:26]1[C:27]([O:40][CH2:41][C:42]2([F:48])[CH2:47][CH2:46][CH2:45][CH2:44][CH2:43]2)=[CH:28][C:29]([F:39])=[C:30]([CH:38]=1)[C:31]([O:33][C:34]([CH3:37])([CH3:36])[CH3:35])=[O:32], predict the reaction product. The product is: [CH:1]1([C:26]2[C:27]([O:40][CH2:41][C:42]3([F:48])[CH2:47][CH2:46][CH2:45][CH2:44][CH2:43]3)=[CH:28][C:29]([F:39])=[C:30]([CH:38]=2)[C:31]([O:33][C:34]([CH3:37])([CH3:36])[CH3:35])=[O:32])[CH2:7][CH2:6]1. (6) Given the reactants [Cl:1][C:2]1[C:3]([F:9])=[C:4]([CH:6]=[CH:7][CH:8]=1)[NH2:5].[C:10](#[N:17])[C:11]1[CH:16]=[CH:15][CH:14]=[CH:13][CH:12]=1, predict the reaction product. The product is: [Cl:1][C:2]1[C:3]([F:9])=[C:4]([NH:5][C:10](=[NH:17])[C:11]2[CH:16]=[CH:15][CH:14]=[CH:13][CH:12]=2)[CH:6]=[CH:7][CH:8]=1.